Dataset: Full USPTO retrosynthesis dataset with 1.9M reactions from patents (1976-2016). Task: Predict the reactants needed to synthesize the given product. (1) Given the product [CH:36]1([CH2:39][N:12]2[CH2:11][CH2:10][C:9]3[C:14](=[CH:15][CH:16]=[CH:17][C:8]=3[N:7]([CH2:18][C:19]([N:21]3[CH2:26][CH2:25][N:24]([CH3:27])[CH2:23][CH:22]3[C:28]3[CH:29]=[CH:30][CH:31]=[CH:32][CH:33]=3)=[O:20])[C:5](=[O:6])[C:4]([F:34])([F:3])[F:35])[CH2:13]2)[CH2:38][CH2:37]1, predict the reactants needed to synthesize it. The reactants are: Cl.Cl.[F:3][C:4]([F:35])([F:34])[C:5]([N:7]([CH2:18][C:19]([N:21]1[CH2:26][CH2:25][N:24]([CH3:27])[CH2:23][CH:22]1[C:28]1[CH:33]=[CH:32][CH:31]=[CH:30][CH:29]=1)=[O:20])[C:8]1[CH:17]=[CH:16][CH:15]=[C:14]2[C:9]=1[CH2:10][CH2:11][NH:12][CH2:13]2)=[O:6].[CH:36]1([CH:39]=O)[CH2:38][CH2:37]1.[BH3-]C#N.[Na+].C([O-])(O)=O.[Na+]. (2) Given the product [N:1]1[CH:6]=[CH:5][CH:4]=[N:3][C:2]=1[NH:7][CH2:8][C:9]1[CH:14]=[CH:13][C:12]([NH2:15])=[CH:11][CH:10]=1, predict the reactants needed to synthesize it. The reactants are: [N:1]1[CH:6]=[CH:5][CH:4]=[N:3][C:2]=1[NH:7][CH2:8][C:9]1[CH:14]=[CH:13][C:12]([N+:15]([O-])=O)=[CH:11][CH:10]=1. (3) The reactants are: Br[C:2]1[N:3]=[C:4]([CH:7]([O:20][Si:21]([C:24]([CH3:27])([CH3:26])[CH3:25])([CH3:23])[CH3:22])[CH2:8][CH2:9][CH2:10][CH2:11][CH2:12][CH2:13][C:14]2[CH:19]=[CH:18][CH:17]=[CH:16][CH:15]=2)[O:5][CH:6]=1.CN(C)[CH:30]=[O:31]. Given the product [Si:21]([O:20][CH:7]([C:4]1[O:5][CH:6]=[C:2]([CH:30]=[O:31])[N:3]=1)[CH2:8][CH2:9][CH2:10][CH2:11][CH2:12][CH2:13][C:14]1[CH:19]=[CH:18][CH:17]=[CH:16][CH:15]=1)([C:24]([CH3:27])([CH3:26])[CH3:25])([CH3:23])[CH3:22], predict the reactants needed to synthesize it. (4) Given the product [C:21]([C:18]1[CH:19]=[C:20]2[C:15](=[CH:16][C:17]=1[F:23])[N:14]([S:24]([C:27]1[CH:32]=[CH:31][C:30]([O:33][CH3:34])=[CH:29][C:28]=1[O:35][CH3:36])(=[O:25])=[O:26])[C:13](=[O:37])[C:12]2([NH:11][C:2](=[O:3])[O:4][C:5]1[CH:10]=[CH:9][CH:8]=[CH:7][CH:6]=1)[C:38]1[C:39]([O:44][CH2:45][CH3:46])=[N:40][CH:41]=[CH:42][CH:43]=1)#[N:22], predict the reactants needed to synthesize it. The reactants are: Cl[C:2]([O:4][C:5]1[CH:10]=[CH:9][CH:8]=[CH:7][CH:6]=1)=[O:3].[NH2:11][C:12]1([C:38]2[C:39]([O:44][CH2:45][CH3:46])=[N:40][CH:41]=[CH:42][CH:43]=2)[C:20]2[C:15](=[CH:16][C:17]([F:23])=[C:18]([C:21]#[N:22])[CH:19]=2)[N:14]([S:24]([C:27]2[CH:32]=[CH:31][C:30]([O:33][CH3:34])=[CH:29][C:28]=2[O:35][CH3:36])(=[O:26])=[O:25])[C:13]1=[O:37].